Dataset: Reaction yield outcomes from USPTO patents with 853,638 reactions. Task: Predict the reaction yield, written as a fraction of the theoretical maximum amount of product (1.0 means a 100% yield; for example, 0.34 means a 34% yield). (1) The reactants are Cl.[N:2]12[CH2:9][CH2:8][CH:5]([CH2:6][CH2:7]1)[CH:4]([NH:10][C:11]([NH2:13])=[NH:12])[CH2:3]2.C[O-].[Na+].CN(C)[CH:19]=[CH:20][C:21]([C:23]1[N:30]2[C:26]([O:27][CH:28]=[CH:29]2)=[N:25][C:24]=1[C:31]1[CH:36]=[CH:35][C:34]([F:37])=[CH:33][CH:32]=1)=O. The catalyst is C(O)C. The product is [F:37][C:34]1[CH:33]=[CH:32][C:31]([C:24]2[N:25]=[C:26]3[N:30]([C:23]=2[C:21]2[CH:20]=[CH:19][N:13]=[C:11]([NH:10][C@@H:4]4[CH:5]5[CH2:6][CH2:7][N:2]([CH2:9][CH2:8]5)[CH2:3]4)[N:12]=2)[CH:29]=[CH:28][O:27]3)=[CH:36][CH:35]=1. The yield is 0.460. (2) The product is [F:1][C:2]1[CH:7]=[C:6]([NH:8][C:35]([NH:34][C:32](=[O:33])[CH2:31][C:25]2[CH:26]=[CH:27][CH:28]=[CH:29][CH:30]=2)=[S:36])[CH:5]=[CH:4][C:3]=1[NH:9][C:10]1[CH:15]=[CH:14][N:13]=[C:12]2[CH:16]=[C:17]([C:19]3[N:20]=[CH:21][N:22]([CH3:24])[CH:23]=3)[S:18][C:11]=12. The yield is 0.600. The catalyst is C1(C)C=CC=CC=1.C(O)C. The reactants are [F:1][C:2]1[CH:7]=[C:6]([NH2:8])[CH:5]=[CH:4][C:3]=1[NH:9][C:10]1[CH:15]=[CH:14][N:13]=[C:12]2[CH:16]=[C:17]([C:19]3[N:20]=[CH:21][N:22]([CH3:24])[CH:23]=3)[S:18][C:11]=12.[C:25]1([CH2:31][C:32]([N:34]=[C:35]=[S:36])=[O:33])[CH:30]=[CH:29][CH:28]=[CH:27][CH:26]=1.